This data is from CYP2C9 substrate classification data from Carbon-Mangels et al.. The task is: Regression/Classification. Given a drug SMILES string, predict its absorption, distribution, metabolism, or excretion properties. Task type varies by dataset: regression for continuous measurements (e.g., permeability, clearance, half-life) or binary classification for categorical outcomes (e.g., BBB penetration, CYP inhibition). Dataset: cyp2c9_substrate_carbonmangels. (1) The molecule is CS(=O)(=O)c1ccc(C2=C(c3ccccc3)C(=O)OC2)cc1. The result is 0 (non-substrate). (2) The drug is CN1CCCN=C1/C=C\c1cccs1. The result is 1 (substrate). (3) The molecule is CCN(CC)C(=O)/C(C#N)=C\c1cc(O)c(O)c([N+](=O)[O-])c1. The result is 0 (non-substrate). (4) The drug is C=CC[C@@H]1C=C(C)C[C@H](C)C[C@H](OC)[C@@H]2O[C@](O)(C(=O)C(=O)N3CCCC[C@H]3C(=O)O[C@H](/C(C)=C/[C@@H]3CC[C@@H](O)[C@H](OC)C3)[C@H](C)[C@@H](O)CC1=O)[C@H](C)C[C@@H]2OC. The result is 0 (non-substrate). (5) The compound is CN1C(=O)C[C@@H](c2ccccc2)C1=O. The result is 0 (non-substrate). (6) The molecule is Cc1cnc(C(=O)NCCc2ccc(S(=O)(=O)NC(=O)NC3CCCCC3)cc2)cn1. The result is 1 (substrate).